Dataset: Experimentally validated miRNA-target interactions with 360,000+ pairs, plus equal number of negative samples. Task: Binary Classification. Given a miRNA mature sequence and a target amino acid sequence, predict their likelihood of interaction. The miRNA is hsa-miR-105-5p with sequence UCAAAUGCUCAGACUCCUGUGGU. The protein sequence of the target gene is MIEMAAEKEPFLVPAPPPPLKDESGGGGGPTVPPHQEAASGELRGGTERGPGRCAPSAGSPAAAVGRESPGAAATSSSGPQAQQHRGGGPQAQSHGEARLSDPPGRAAPPDVGEERRGGGGTELGPPAPPRPRNGYQPHRPPGGGGGKRRNSCNVGGGGGGFKHPAFKRRRRVNSDCDSVLPSNFLLGGNIFDPLNLNSLLDEEVSRTLNAETPKSSPLPAKGRDPVEILIPKDITDPLSLNTCTDEGHVVLASPLKTGRKRHRHRGQHHQQQQAAGGSESHPVPPTAPLTPLLHGEGAS.... Result: 0 (no interaction).